Dataset: Forward reaction prediction with 1.9M reactions from USPTO patents (1976-2016). Task: Predict the product of the given reaction. (1) Given the reactants [Br:1][C:2]1[CH:7]=[CH:6][C:5]([C:8]2[CH2:12][CH:11]([CH2:13][OH:14])[O:10][N:9]=2)=[C:4]([O:15][CH3:16])[CH:3]=1.C(N(CC)CC)C.[Si:24](Cl)([C:27]([CH3:30])([CH3:29])[CH3:28])([CH3:26])[CH3:25], predict the reaction product. The product is: [Br:1][C:2]1[CH:7]=[CH:6][C:5]([C:8]2[CH2:12][CH:11]([CH2:13][O:14][Si:24]([C:27]([CH3:30])([CH3:29])[CH3:28])([CH3:26])[CH3:25])[O:10][N:9]=2)=[C:4]([O:15][CH3:16])[CH:3]=1. (2) Given the reactants CC(C)([O-])C.[K+].[CH2:7]([OH:19])[CH2:8][O:9][CH2:10][CH2:11][O:12][CH2:13][CH2:14][O:15][CH2:16][CH2:17][OH:18].[O:20]([CH2:50][C:51]1[CH:56]=[CH:55][CH:54]=[CH:53][CH:52]=1)[P:21](O[P:21]([O:22][CH2:23][C:24]1[CH:29]=[CH:28][CH:27]=[CH:26][CH:25]=1)([O:20][CH2:50][C:51]1[CH:56]=[CH:55][CH:54]=[CH:53][CH:52]=1)=[O:30])(=[O:30])[O:22][CH2:23][C:24]1[CH:29]=[CH:28][CH:27]=[CH:26][CH:25]=1.C(O)(=O)C, predict the reaction product. The product is: [P:21]([O:18][CH2:17][CH2:16][O:15][CH2:14][CH2:13][O:12][CH2:11][CH2:10][O:9][CH2:8][CH2:7][OH:19])([O:20][CH2:50][C:51]1[CH:56]=[CH:55][CH:54]=[CH:53][CH:52]=1)([O:22][CH2:23][C:24]1[CH:29]=[CH:28][CH:27]=[CH:26][CH:25]=1)=[O:30]. (3) Given the reactants [Cl:1][C:2]1[N:7]=[CH:6][C:5]([NH:8][CH3:9])=[C:4]([I:10])[CH:3]=1.C[Si]([N-][Si](C)(C)C)(C)C.[Li+].[F:21][C:22]([F:37])([F:36])[C:23]1[CH:24]=[C:25]([CH:29]=[C:30]([C:32]([F:35])([F:34])[F:33])[CH:31]=1)[C:26](Cl)=[O:27].O, predict the reaction product. The product is: [Cl:1][C:2]1[N:7]=[CH:6][C:5]([N:8]([CH3:9])[C:26](=[O:27])[C:25]2[CH:24]=[C:23]([C:22]([F:37])([F:36])[F:21])[CH:31]=[C:30]([C:32]([F:35])([F:34])[F:33])[CH:29]=2)=[C:4]([I:10])[CH:3]=1. (4) Given the reactants F[C:2]1[CH:7]=[CH:6][C:5]([N+:8]([O-:10])=[O:9])=[CH:4][CH:3]=1.[OH:11][C:12]1[CH:13]=[C:14]([CH:20]=[CH:21][CH:22]=1)[C:15]([O:17][CH2:18][CH3:19])=[O:16].C([O-])([O-])=O.[K+].[K+].O, predict the reaction product. The product is: [CH2:18]([O:17][C:15]([C:14]1[CH:13]=[C:12]([CH:22]=[CH:21][CH:20]=1)[O:11][C:2]1[CH:7]=[CH:6][C:5]([N+:8]([O-:10])=[O:9])=[CH:4][CH:3]=1)=[O:16])[CH3:19]. (5) Given the reactants [CH3:1][O:2][C:3](=[O:18])[C:4]1[CH:9]=[CH:8][C:7]([CH3:10])=[CH:6][C:5]=1[O:11][CH2:12][CH2:13][CH2:14][CH2:15][O:16][CH3:17].[NH:19]1[CH2:23][CH2:22][CH2:21][CH2:20]1, predict the reaction product. The product is: [CH3:1][O:2][C:3](=[O:18])[C:4]1[CH:9]=[CH:8][C:7]([CH2:10][N:19]2[CH2:23][CH2:22][CH2:21][CH2:20]2)=[CH:6][C:5]=1[O:11][CH2:12][CH2:13][CH2:14][CH2:15][O:16][CH3:17]. (6) Given the reactants [CH2:1]([C@@H:5]1[NH:10][CH2:9][C@H:8]([CH2:11][CH:12]([CH3:14])[CH3:13])[NH:7][C:6]1=[O:15])[CH:2]([CH3:4])[CH3:3].Cl[CH2:17][C:18]1[CH:23]=[CH:22][C:21]([CH2:24][CH3:25])=[CH:20][CH:19]=1.FC1C=CC(CN2C[C@H](CC(C)C)NC(=O)[C@@H]2CC(C)C)=C(C(F)(F)F)C=1, predict the reaction product. The product is: [CH2:24]([C:21]1[CH:22]=[CH:23][C:18]([CH2:17][N:10]2[CH2:9][C@H:8]([CH2:11][CH:12]([CH3:14])[CH3:13])[NH:7][C:6](=[O:15])[C@@H:5]2[CH2:1][CH:2]([CH3:4])[CH3:3])=[CH:19][CH:20]=1)[CH3:25]. (7) Given the reactants C(OC(=O)[NH:7][C:8]1[O:9][CH2:10][CH2:11][C@:12]([C:15]2[CH:20]=[C:19]([NH2:21])[CH:18]=[CH:17][C:16]=2[F:22])([CH3:14])[N:13]=1)(C)(C)C.[C:24]1([C:30]2[C:31]([C:36](O)=[O:37])=[N:32][CH:33]=[CH:34][CH:35]=2)[CH:29]=[CH:28][CH:27]=[CH:26][CH:25]=1, predict the reaction product. The product is: [NH2:7][C:8]1[O:9][CH2:10][CH2:11][C@:12]([C:15]2[CH:20]=[C:19]([NH:21][C:36]([C:31]3[C:30]([C:24]4[CH:29]=[CH:28][CH:27]=[CH:26][CH:25]=4)=[CH:35][CH:34]=[CH:33][N:32]=3)=[O:37])[CH:18]=[CH:17][C:16]=2[F:22])([CH3:14])[N:13]=1. (8) The product is: [CH2:1]([C:3]1[N:7]2[CH:8]=[CH:9][CH:10]=[C:11]([C:12]([F:13])([F:14])[F:15])[C:6]2=[N:5][C:4]=1[N:16]([CH2:37][C:36]1[CH:39]=[CH:40][C:33]([F:32])=[C:34]([C:41]([F:44])([F:42])[F:43])[CH:35]=1)[S:17]([C:20]1[CH:25]=[CH:24][CH:23]=[CH:22][CH:21]=1)(=[O:18])=[O:19])[CH3:2]. Given the reactants [CH2:1]([C:3]1[N:7]2[CH:8]=[CH:9][CH:10]=[C:11]([C:12]([F:15])([F:14])[F:13])[C:6]2=[N:5][C:4]=1[NH:16][S:17]([C:20]1[CH:25]=[CH:24][CH:23]=[CH:22][CH:21]=1)(=[O:19])=[O:18])[CH3:2].C([O-])([O-])=O.[Na+].[Na+].[F:32][C:33]1[CH:40]=[CH:39][C:36]([CH2:37]Br)=[CH:35][C:34]=1[C:41]([F:44])([F:43])[F:42], predict the reaction product. (9) Given the reactants [Br:1][C:2]1[C:3]([CH3:14])=[C:4]([CH:11]=[CH:12][CH:13]=1)[C:5](N(C)OC)=[O:6].[CH2:15]([Mg]Cl)[CH2:16][CH2:17][CH3:18], predict the reaction product. The product is: [Br:1][C:2]1[C:3]([CH3:14])=[C:4]([C:5](=[O:6])[CH2:15][CH2:16][CH2:17][CH3:18])[CH:11]=[CH:12][CH:13]=1. (10) The product is: [Cl:1][C:2]1[C:11]([C:12]2[CH:13]=[CH:14][C:15]([C:18]3[CH:19]=[N:20][N:21]([CH3:23])[CH:22]=3)=[CH:16][CH:17]=2)=[C:10]2[C:5]([CH:6]=[CH:7][C:8]([C:24](=[NH:56])[NH2:25])=[N:9]2)=[CH:4][N:3]=1. Given the reactants [Cl:1][C:2]1[C:11]([C:12]2[CH:17]=[CH:16][C:15]([C:18]3[CH:19]=[N:20][N:21]([CH3:23])[CH:22]=3)=[CH:14][CH:13]=2)=[C:10]2[C:5]([CH:6]=[CH:7][C:8]([C:24]#[N:25])=[N:9]2)=[CH:4][N:3]=1.C1CCC(P(C2C(C3C=CC=CC=3)=CC=CC=2)C2CCCCC2)CC1.[Li+].C[Si]([N-:56][Si](C)(C)C)(C)C, predict the reaction product.